This data is from Tox21: 12 toxicity assays (nuclear receptors and stress response pathways). The task is: Binary classification across 12 toxicity assays. (1) The drug is CC[Hg]Sc1ccccc1C(=O)[O-]. It tested positive (active) for: NR-AR-LBD (Androgen Receptor Ligand Binding Domain agonist), NR-ER-LBD (Estrogen Receptor Ligand Binding Domain agonist), NR-PPAR-gamma (PPAR-gamma nuclear receptor agonist), SR-ARE (Antioxidant Response Element (oxidative stress)), SR-ATAD5 (ATAD5 genotoxicity (DNA damage)), SR-HSE (Heat Shock Element response), and SR-p53 (p53 tumor suppressor activation). (2) The molecule is C[C@@H](O)C(=O)O. It tested positive (active) for: NR-ER (Estrogen Receptor agonist activity). (3) The drug is CCCC[Sn](CCCC)(CCCC)O[Sn](CCCC)(CCCC)CCCC. It tested positive (active) for: NR-PPAR-gamma (PPAR-gamma nuclear receptor agonist), SR-ARE (Antioxidant Response Element (oxidative stress)), SR-HSE (Heat Shock Element response), and SR-MMP (Mitochondrial Membrane Potential disruption).